Dataset: Experimentally validated miRNA-target interactions with 360,000+ pairs, plus equal number of negative samples. Task: Binary Classification. Given a miRNA mature sequence and a target amino acid sequence, predict their likelihood of interaction. (1) The miRNA is rno-miR-34a-5p with sequence UGGCAGUGUCUUAGCUGGUUGU. The protein sequence of the target gene is MMELPLCGRGLILSLIFLLLKLSAAEIPLSVQQVPTIVKQSYVQVAFPFDEYFQIECEAKGNPEPIFSWTKDDKPFDLSDPRIIAANNSGTFKIPNEGHISHFQGKYRCFASNRLGTAVSEEIEFIVPGVPKFPKEKIEPIDVEEGDSIVLPCNPPKGLPPLHIYWMNIELEHIEQDERVYMSQRGDLYFANVEENDSRNDYCCFAAFPKLRTIVQKMPMKLTVNSSNSIKQRKPKLLLPPAQMGSLSAKTVLKGDTLLLECFAEGLPTPHIQWSKPGSELPEGRATIEVHEKTLKIENI.... Result: 0 (no interaction). (2) The miRNA is hsa-miR-30a-5p with sequence UGUAAACAUCCUCGACUGGAAG. The protein sequence of the target gene is MTSDQDAKVVAEPQTQRVQEGKDSAHLMNGPISQTTSQTSSIPPLSQVPATKVSELNPNAEVWGAPVLHLEASSAADGVSAAWEEVAGHHADRGPQGSDANGDGDQGHENAALPDPQESDPADMNALALGPSEYDSLPENSETGGNESQPDSQEDPREVLKKTLEFCLSRENLASDMYLISQMDSDQYVPITTVANLDHIKKLSTDVDLIVEVLRSLPLVQVDEKGEKVRPNQNRCIVILREISESTPVEEVEALFKGDNLPKFINCEFAYNDNWFITFETEADAQQAYKYLREEVKTFQ.... Result: 1 (interaction). (3) The miRNA is hsa-miR-1297 with sequence UUCAAGUAAUUCAGGUG. The protein sequence of the target gene is MTVARPSVPAALPLLGELPRLLLLVLLCLPAVWGDCGLPPDVPNAQPALEGRTSFPEDTVITYKCEESFVKIPGEKDSVICLKGSQWSDIEEFCNRSCEVPTRLNSASLKQPYITQNYFPVGTVVEYECRPGYRREPSLSPKLTCLQNLKWSTAVEFCKKKSCPNPGEIRNGQIDVPGGILFGATISFSCNTGYKLFGSTSSFCLISGSSVQWSDPLPECREIYCPAPPQIDNGIIQGERDHYGYRQSVTYACNKGFTMIGEHSIYCTVNNDEGEWSGPPPECRGKSLTSKVPPTVQKPT.... Result: 1 (interaction). (4) The miRNA is mmu-miR-337-5p with sequence CGGCGUCAUGCAGGAGUUGAUU. Result: 0 (no interaction). The protein sequence of the target gene is MLCFLRGMAFVPFLLVTWSSAAFIISYVVAVLSGHVNPFLPYISDTGTTPPESGIFGFMINFSAFLGAATMYTRYKIVQKQNQTCYFSTPVFNLVSLVLGLVGCFGMGIVANFQELAVPVVHDGGALLAFVCGVVYTLLQSIISYKSCPQWNSLSTCHIRMVISAVSCAAVIPMIVCASLISITKLEWNPREKDYVYHVVSAICEWTVAFGFIFYFLTFIQDFQSVTLRISTEINGDI. (5) The miRNA is hsa-miR-6865-3p with sequence ACACCCUCUUUCCCUACCGCC. The protein sequence of the target gene is MGPPLAPRPAHVPGEAGPRRTRESRPGAVSFADVAVYFSPEEWECLRPAQRALYRDVMRETFGHLGALGFSVPKPAFISWVEGEVEAWSPEAQDPDGESSAAFSRGQGQEAGSRDGNEEKERLKKCPKQKEVAHEVAVKEWWPSVACPEFCNPRQSPMNPWLKDTLTRRLPHSCPDCGRNFSYPSLLASHQRVHSGERPFSCGQCQARFSQRRYLLQHQFIHTGEKPYPCPDCGRRFRQRGSLAIHRRAHTGEKPYACSDCKSRFTYPYLLAIHQRKHTGEKPYSCPDCSLRFAYTSLLA.... Result: 1 (interaction). (6) The miRNA is mmu-miR-1192 with sequence AAACAAACAAACAGACCAAAUU. The protein sequence of the target gene is MSSGAGWQSQASAKPVFTEAQASALVESVFGFKVSKIQPLPSYEDQNFRVHIARGKETTDDPVEYVLKISNTESSQTPELIEMQNHVIMFLRAAGFPTASVCRTKGDNTISLISIDSGSGVKSYLVRMLTYLPGRPIAEVAISHQQLYEIGRLAAQLDKALEEFHHPKLSLFHRENFIWNLKNVPLLEKYMGALSQSRNREIVEQVIRMFKEEVMTKLSHFRECINHGDLNDHNILVDLSKSASGEGVHQVSGILDFGDMSYGYYVFEVAIVIMYMMIESTNPIQVGGHILAGFESVIPL.... Result: 1 (interaction). (7) The miRNA is hsa-miR-4729 with sequence UCAUUUAUCUGUUGGGAAGCUA. The protein sequence of the target gene is MDTLDRVVKPKTKRAKRFLEKREPKLNENIKNAMLIKGGNANATVTKVLKDVYALKKPYGVLYKKKNITRPFEDQTSLEFFSKKSDCSLFMFGSHNKKRPNNLVIGRMYDYHVLDMIELGIENFVSLKDIKNSKCPEGTKPMLIFAGDDFDVTEDYRRLKSLLIDFFRGPTVSNIRLAGLEYVLHFTALNGKIYFRSYKLLLKKSGCRTPRIELEEMGPSLDLVLRRTHLASDDLYKLSMKMPKALKPKKKKNISHDTFGTTYGRIHMQKQDLSKLQTRKMKGLKKRPAERITEDHEKKS.... Result: 1 (interaction).